From a dataset of Forward reaction prediction with 1.9M reactions from USPTO patents (1976-2016). Predict the product of the given reaction. (1) Given the reactants [NH2:1][C@@H:2]([C:5]([OH:7])=[O:6])[CH2:3][SH:4].[CH3:8][N:9]1[C:18]2[CH:17]=[C:16]3[S:19][C:20]([C:22]#N)=[N:21][C:15]3=[CH:14][C:13]=2[C:12]([CH3:24])=[CH:11][C:10]1([CH3:26])[CH3:25], predict the reaction product. The product is: [CH3:8][N:9]1[C:18]2[CH:17]=[C:16]3[S:19][C:20]([C:22]4[S:4][CH2:3][CH:2]([C:5]([OH:7])=[O:6])[N:1]=4)=[N:21][C:15]3=[CH:14][C:13]=2[C:12]([CH3:24])=[CH:11][C:10]1([CH3:26])[CH3:25]. (2) Given the reactants [NH2:1][C:2]1[CH:7]=[CH:6][C:5]([C:8]([F:11])([F:10])[F:9])=[CH:4][C:3]=1[Br:12].[C:13]1([CH3:23])[CH:18]=[CH:17][C:16]([S:19](Cl)(=[O:21])=[O:20])=[CH:15][CH:14]=1.C([O-])([O-])=O.[K+].[K+], predict the reaction product. The product is: [Br:12][C:3]1[CH:4]=[C:5]([C:8]([F:9])([F:10])[F:11])[CH:6]=[CH:7][C:2]=1[NH:1][S:19]([C:16]1[CH:17]=[CH:18][C:13]([CH3:23])=[CH:14][CH:15]=1)(=[O:21])=[O:20].